Dataset: Reaction yield outcomes from USPTO patents with 853,638 reactions. Task: Predict the reaction yield, written as a fraction of the theoretical maximum amount of product (1.0 means a 100% yield; for example, 0.34 means a 34% yield). The reactants are [Br:1][C:2]1[O:6][CH:5]=[C:4]([C:7]([OH:9])=O)[CH:3]=1.O.O[N:12]1C2C=CC=CC=2N=N1.C(N=C=NCCCN(C)C)C.N. The catalyst is CN(C=O)C. The product is [Br:1][C:2]1[O:6][CH:5]=[C:4]([C:7]([NH2:12])=[O:9])[CH:3]=1. The yield is 0.790.